Dataset: Reaction yield outcomes from USPTO patents with 853,638 reactions. Task: Predict the reaction yield, written as a fraction of the theoretical maximum amount of product (1.0 means a 100% yield; for example, 0.34 means a 34% yield). (1) The reactants are ClC(OC(Cl)C)=O.[CH3:8][N:9](C)[CH2:10][CH2:11][O:12][C:13]1[CH:18]=[CH:17][C:16]([C:19]2[NH:20][C:21](=[O:30])[C:22]3[C:27]([CH:28]=2)=[C:26]([CH3:29])[CH:25]=[CH:24][CH:23]=3)=[CH:15][CH:14]=1. The catalyst is ClCCCl. The product is [CH3:29][C:26]1[CH:25]=[CH:24][CH:23]=[C:22]2[C:27]=1[CH:28]=[C:19]([C:16]1[CH:15]=[CH:14][C:13]([O:12][CH2:11][CH2:10][NH:9][CH3:8])=[CH:18][CH:17]=1)[NH:20][C:21]2=[O:30]. The yield is 0.120. (2) The reactants are [CH3:1][C@H:2]1[O:7][C@@H:6]([CH3:8])[CH2:5][N:4]([C:9]2[CH:16]=[CH:15][C:12]([C:13]#[N:14])=[CH:11][C:10]=2[CH:17]=[O:18])[CH2:3]1.C(=O)([O-])[O-:20].[K+].[K+].OO.CS(C)=O. The catalyst is CC(C)=O.[Cl-].[Na+].O. The product is [CH3:1][C@H:2]1[O:7][C@@H:6]([CH3:8])[CH2:5][N:4]([C:9]2[CH:16]=[CH:15][C:12]([C:13]([NH2:14])=[O:20])=[CH:11][C:10]=2[CH:17]=[O:18])[CH2:3]1. The yield is 0.110. (3) The reactants are [F:1][C:2]1[CH:3]=[CH:4][C:5]([NH:8][NH:9][C:10]([N:12]2[CH2:17][CH2:16][CH2:15][CH2:14][C@@H:13]2[CH3:18])=O)=[N:6][CH:7]=1.C1C=CC(P(C2C=CC=CC=2)C2C=CC=CC=2)=CC=1.CCN(CC)CC.ClC(Cl)(Cl)C(Cl)(Cl)Cl. The catalyst is C1COCC1.C(Cl)Cl. The product is [F:1][C:2]1[CH:3]=[CH:4][C:5]2[N:6]([C:10]([N:12]3[CH2:17][CH2:16][CH2:15][CH2:14][C@@H:13]3[CH3:18])=[N:9][N:8]=2)[CH:7]=1. The yield is 0.820. (4) The yield is 0.980. The reactants are [CH2:1]([O:8][C:9]1[CH:24]=[C:23]([N:25]([CH2:31][C:32]2[CH:37]=[CH:36][C:35]([CH:38]3[CH2:43][CH2:42][CH2:41][CH2:40][CH2:39]3)=[CH:34][CH:33]=2)[C:26](=[O:30])[CH2:27][NH:28][CH3:29])[CH:22]=[CH:21][C:10]=1[C:11]([O:13][CH2:14][C:15]1[CH:20]=[CH:19][CH:18]=[CH:17][CH:16]=1)=[O:12])[C:2]1[CH:7]=[CH:6][CH:5]=[CH:4][CH:3]=1.[N:44]1[C:53]2[C:48](=[CH:49][CH:50]=[CH:51][C:52]=2[S:54](Cl)(=[O:56])=[O:55])[CH:47]=[CH:46][CH:45]=1. The product is [CH2:1]([O:8][C:9]1[CH:24]=[C:23]([N:25]([CH2:31][C:32]2[CH:33]=[CH:34][C:35]([CH:38]3[CH2:43][CH2:42][CH2:41][CH2:40][CH2:39]3)=[CH:36][CH:37]=2)[C:26](=[O:30])[CH2:27][N:28]([CH3:29])[S:54]([C:52]2[CH:51]=[CH:50][CH:49]=[C:48]3[C:53]=2[N:44]=[CH:45][CH:46]=[CH:47]3)(=[O:55])=[O:56])[CH:22]=[CH:21][C:10]=1[C:11]([O:13][CH2:14][C:15]1[CH:20]=[CH:19][CH:18]=[CH:17][CH:16]=1)=[O:12])[C:2]1[CH:3]=[CH:4][CH:5]=[CH:6][CH:7]=1. No catalyst specified. (5) The reactants are [C:1]1([NH:7][C:8]2[C:9]([NH2:14])=[CH:10][CH:11]=[CH:12][CH:13]=2)[CH:6]=[CH:5][CH:4]=[CH:3][CH:2]=1.[Br:15][C:16]1[CH:24]=[CH:23][CH:22]=[CH:21][C:17]=1[C:18](Cl)=[O:19].C(N(CC)CC)C.O. The catalyst is ClCCl. The product is [Br:15][C:16]1[CH:24]=[CH:23][CH:22]=[CH:21][C:17]=1[C:18]([NH:14][C:9]1[CH:10]=[CH:11][CH:12]=[CH:13][C:8]=1[NH:7][C:1]1[CH:2]=[CH:3][CH:4]=[CH:5][CH:6]=1)=[O:19]. The yield is 0.920.